The task is: Binary Classification. Given a drug SMILES string, predict its activity (active/inactive) in a high-throughput screening assay against a specified biological target.. This data is from Cav3 T-type calcium channel HTS with 100,875 compounds. (1) The molecule is Clc1c(Cn2c3c(occ3)cc2C(OC)=O)c(F)ccc1. The result is 0 (inactive). (2) The compound is S(=O)(=O)(N(CC(O)CN1CCCC1)c1ccc(cc1)C)c1ccc(cc1)C. The result is 0 (inactive). (3) The drug is N=1C2(N=C(NC1Nc1cc(cc(c1)C)C)N)CCCCC2. The result is 0 (inactive). (4) The drug is s1c(Nc2nc(ccc2)C)nc(c2sccc2)c1. The result is 0 (inactive). (5) The compound is S1(=O)(=O)N=C(Oc2ccc(cc2)C)c2c1cccc2. The result is 0 (inactive). (6) The molecule is O=C(n1nc(cc1C)C)c1ccc(OC)cc1. The result is 0 (inactive). (7) The drug is Brc1cc2c(n(CC(O)Cn3c(cc(nc3=O)C)C)c3c2cc(Br)cc3)cc1. The result is 0 (inactive). (8) The drug is Clc1ccc(Cn2c(nc3n(c(=O)n(c(=O)c23)C)C)CN2CCc3c(C2)cccc3)cc1. The result is 0 (inactive). (9) The molecule is O(c1c2C(CC(=O)Nc2cc(OC)c1OC)c1c(OC)c(OC)ccc1)C. The result is 0 (inactive).